This data is from Catalyst prediction with 721,799 reactions and 888 catalyst types from USPTO. The task is: Predict which catalyst facilitates the given reaction. (1) Reactant: [Cl:1][C:2]1[NH:3][C:4]2[CH:10]=[C:9]([Cl:11])[C:8]([Cl:12])=[CH:7][C:5]=2[N:6]=1.[O:13]1[CH:18]=[CH:17][CH2:16][CH2:15][CH2:14]1.C12(CS(O)(=O)=O)C(C)(C)C(CC1)CC2=O.[OH-].[Na+]. Product: [Cl:1][C:2]1[N:3]([CH:14]2[CH2:15][CH2:16][CH2:17][CH2:18][O:13]2)[C:4]2[CH:10]=[C:9]([Cl:11])[C:8]([Cl:12])=[CH:7][C:5]=2[N:6]=1. The catalyst class is: 7. (2) Reactant: [C:1]1([C:7]2[N:12]=[CH:11][C:10]([C:13]([OH:15])=O)=[CH:9][N:8]=2)[CH:6]=[CH:5][CH:4]=[CH:3][CH:2]=1.ClC(Cl)(OC(=O)OC(Cl)(Cl)Cl)Cl.C(N(CC)CC)C.Cl.[CH3:36][NH:37][O:38][CH3:39]. Product: [CH3:39][O:38][N:37]([CH3:36])[C:13]([C:10]1[CH:11]=[N:12][C:7]([C:1]2[CH:2]=[CH:3][CH:4]=[CH:5][CH:6]=2)=[N:8][CH:9]=1)=[O:15]. The catalyst class is: 4.